From a dataset of Reaction yield outcomes from USPTO patents with 853,638 reactions. Predict the reaction yield, written as a fraction of the theoretical maximum amount of product (1.0 means a 100% yield; for example, 0.34 means a 34% yield). (1) The reactants are [H-].[Na+].[CH:3]1([NH:6][C:7]([C:9]2[CH:10]=[N:11][NH:12][CH:13]=2)=[O:8])[CH2:5][CH2:4]1.[C:14]([C:18]1[N:22]([CH2:23][CH:24]2[CH2:29][CH2:28][O:27][CH2:26][CH2:25]2)[C:21]2[CH:30]=[CH:31][C:32]([S:34](Cl)(=[O:36])=[O:35])=[CH:33][C:20]=2[N:19]=1)([CH3:17])([CH3:16])[CH3:15]. The catalyst is C1COCC1.CN(C=O)C. The product is [C:14]([C:18]1[N:22]([CH2:23][CH:24]2[CH2:25][CH2:26][O:27][CH2:28][CH2:29]2)[C:21]2[CH:30]=[CH:31][C:32]([S:34]([N:11]3[CH:10]=[C:9]([C:7]([NH:6][CH:3]4[CH2:4][CH2:5]4)=[O:8])[CH:13]=[N:12]3)(=[O:35])=[O:36])=[CH:33][C:20]=2[N:19]=1)([CH3:17])([CH3:15])[CH3:16]. The yield is 0.330. (2) The reactants are [CH3:1][N:2]1[CH:6]=[C:5]([C:7]2[C:15]3[C:10](=[N:11][CH:12]=[C:13]([OH:16])[CH:14]=3)[N:9]([CH2:17][O:18][CH2:19][CH2:20][Si:21]([CH3:24])([CH3:23])[CH3:22])[CH:8]=2)[CH:4]=[N:3]1.Br[CH2:26][CH2:27][CH2:28][CH2:29][CH3:30].C([O-])([O-])=O.[K+].[K+]. The catalyst is [N+](CCCC)(CCCC)(CCCC)CCCC.[I-].CC(C)=O. The product is [CH3:1][N:2]1[CH:6]=[C:5]([C:7]2[C:15]3[C:10](=[N:11][CH:12]=[C:13]([O:16][CH2:26][CH2:27][CH2:28][CH2:29][CH3:30])[CH:14]=3)[N:9]([CH2:17][O:18][CH2:19][CH2:20][Si:21]([CH3:24])([CH3:23])[CH3:22])[CH:8]=2)[CH:4]=[N:3]1. The yield is 0.510.